Task: Predict the reaction yield, written as a fraction of the theoretical maximum amount of product (1.0 means a 100% yield; for example, 0.34 means a 34% yield).. Dataset: Reaction yield outcomes from USPTO patents with 853,638 reactions The reactants are [NH2:1][C:2]1[CH:7]=[CH:6][C:5]([CH3:8])=[CH:4][C:3]=1[NH:9][CH:10]1[CH2:15][CH2:14][N:13]([C@H:16]2[CH2:21][CH2:20][C@@H:19]([O:22][CH2:23][CH3:24])[CH2:18][CH2:17]2)[CH2:12][CH2:11]1.C(N(C(C)C)CC)(C)C.[Cl:34][C:35]([O:38]C(=O)OC(Cl)(Cl)Cl)(Cl)Cl. The catalyst is ClCCl. The product is [ClH:34].[CH2:23]([O:22][C@@H:19]1[CH2:20][CH2:21][C@H:16]([N:13]2[CH2:12][CH2:11][CH:10]([N:9]3[C:3]4[CH:4]=[C:5]([CH3:8])[CH:6]=[CH:7][C:2]=4[NH:1][C:35]3=[O:38])[CH2:15][CH2:14]2)[CH2:17][CH2:18]1)[CH3:24]. The yield is 0.210.